Predict the reactants needed to synthesize the given product. From a dataset of Full USPTO retrosynthesis dataset with 1.9M reactions from patents (1976-2016). (1) Given the product [Br:1][C:2]1[CH:10]=[N:9][CH:8]=[CH:7][C:3]=1[C:4]([O:6][CH2:16][CH3:17])=[O:5], predict the reactants needed to synthesize it. The reactants are: [Br:1][C:2]1[CH:10]=[N:9][CH:8]=[CH:7][C:3]=1[C:4]([OH:6])=[O:5].S(=O)(=O)(O)O.[CH2:16](O)[CH3:17]. (2) Given the product [CH3:1][NH:2][C:3]1[CH:18]=[CH:17][C:6]([O:7][C:27]2[CH:26]=[CH:31][N:30]=[C:29]([C:42]([NH2:37])=[O:38])[CH:28]=2)=[CH:5][C:4]=1[N+:19]([O-:21])=[O:20], predict the reactants needed to synthesize it. The reactants are: [CH3:1][NH:2][C:3]1[CH:18]=[CH:17][C:6]([O:7]C2C(C(O)=O)=NC=CC=2)=[CH:5][C:4]=1[N+:19]([O-:21])=[O:20].C(Cl)CCl.[CH:26]1[CH:31]=[N:30][C:29]2N(O)N=N[C:28]=2[CH:27]=1.[Cl-].[NH4+:37].[O:38]1[CH2:42]CCC1. (3) Given the product [N+:8]([C:7]1[C:2]([N:23]2[CH2:28][CH2:27][CH2:26][C@H:25]([NH:29][C:30](=[O:36])[O:31][C:32]([CH3:34])([CH3:33])[CH3:35])[CH2:24]2)=[C:3]2[CH:13]=[CH:12][N:11]([S:14]([C:17]3[CH:22]=[CH:21][CH:20]=[CH:19][CH:18]=3)(=[O:16])=[O:15])[C:4]2=[N:5][CH:6]=1)([O-:10])=[O:9], predict the reactants needed to synthesize it. The reactants are: Cl[C:2]1[C:7]([N+:8]([O-:10])=[O:9])=[CH:6][N:5]=[C:4]2[N:11]([S:14]([C:17]3[CH:22]=[CH:21][CH:20]=[CH:19][CH:18]=3)(=[O:16])=[O:15])[CH:12]=[CH:13][C:3]=12.[NH:23]1[CH2:28][CH2:27][CH2:26][C@H:25]([NH:29][C:30](=[O:36])[O:31][C:32]([CH3:35])([CH3:34])[CH3:33])[CH2:24]1.CCN(C(C)C)C(C)C. (4) Given the product [CH:1]([C:4]1[CH:5]=[CH:6][C:7]([C:10]2[S:14][C:13]([C:15]3[CH:24]=[CH:23][C:18]([C:19]([OH:21])=[O:20])=[CH:17][CH:16]=3)=[N:12][N:11]=2)=[CH:8][CH:9]=1)([CH3:3])[CH3:2], predict the reactants needed to synthesize it. The reactants are: [CH:1]([C:4]1[CH:9]=[CH:8][C:7]([C:10]2[S:14][C:13]([C:15]3[CH:24]=[CH:23][C:18]([C:19]([O:21]C)=[O:20])=[CH:17][CH:16]=3)=[N:12][N:11]=2)=[CH:6][CH:5]=1)([CH3:3])[CH3:2].[OH-].[Na+]. (5) The reactants are: [OH:1][C:2]1[CH:19]=[C:18]([O:20][CH3:21])[CH:17]=[C:16]2[C:3]=1[C@@:4]1(C)[C@H:13]([CH2:14][S:15]2(=[O:23])=[O:22])[C@:12]2([CH3:24])[C@H:7]([C:8]([CH3:26])([CH3:25])[CH2:9][CH2:10][CH2:11]2)[CH2:6][CH2:5]1.C(N(CC)CC)C.[F:35][C:36]([F:49])([F:48])[S:37](O[S:37]([C:36]([F:49])([F:48])[F:35])(=[O:39])=[O:38])(=[O:39])=[O:38]. Given the product [F:35][C:36]([F:49])([F:48])[S:37]([O:1][C:2]1[CH:19]=[C:18]([O:20][CH3:21])[CH:17]=[C:16]2[C:3]=1[C@H:4]1[C@H:13]([CH2:14][S:15]2(=[O:23])=[O:22])[C@:12]2([CH3:24])[C@H:7]([C:8]([CH3:26])([CH3:25])[CH2:9][CH2:10][CH2:11]2)[CH2:6][CH2:5]1)(=[O:39])=[O:38], predict the reactants needed to synthesize it. (6) Given the product [Br:1][C:2]1[CH:7]=[CH:6][C:5]([S:8]([NH:14][CH2:12][CH3:13])(=[O:10])=[O:9])=[CH:4][CH:3]=1, predict the reactants needed to synthesize it. The reactants are: [Br:1][C:2]1[CH:7]=[CH:6][C:5]([S:8](Cl)(=[O:10])=[O:9])=[CH:4][CH:3]=1.[CH2:12]([NH2:14])[CH3:13].